Task: Predict which catalyst facilitates the given reaction.. Dataset: Catalyst prediction with 721,799 reactions and 888 catalyst types from USPTO (1) Reactant: Cl[C:2]1[CH:3]=[C:4]([OH:12])[CH:5]=[N:6][C:7]=1[O:8][CH:9]([CH3:11])[CH3:10].C([O-])=O.[NH4+]. Product: [CH:9]([O:8][C:7]1[N:6]=[CH:5][C:4]([OH:12])=[CH:3][CH:2]=1)([CH3:11])[CH3:10]. The catalyst class is: 29. (2) Reactant: [C:1]1([C@@H:7]([NH2:10])[CH2:8][CH3:9])[CH:6]=[CH:5][CH:4]=[CH:3][CH:2]=1.[C:11]([O-])(O)=[O:12].[Na+].ClC(Cl)(OC(=O)OC(Cl)(Cl)Cl)Cl. Product: [N:10]([C@H:7]([C:1]1[CH:6]=[CH:5][CH:4]=[CH:3][CH:2]=1)[CH2:8][CH3:9])=[C:11]=[O:12]. The catalyst class is: 2. (3) Reactant: [Cl:1][C:2]1[CH:12]=[C:11]([Cl:13])[C:10]([O:14][C:15]2[N:19]([CH3:20])[N:18]=[C:17]([CH3:21])[C:16]=2[CH:22]=[CH2:23])=[CH:9][C:3]=1[O:4][CH2:5][C:6]([OH:8])=O.[CH:24]1([CH2:27][NH2:28])[CH2:26][CH2:25]1.Cl.C(N=C=NCCCN(C)C)C.ON1C2C=CC=CC=2N=N1. Product: [CH:24]1([CH2:27][NH:28][C:6](=[O:8])[CH2:5][O:4][C:3]2[CH:9]=[C:10]([O:14][C:15]3[N:19]([CH3:20])[N:18]=[C:17]([CH3:21])[C:16]=3[CH:22]=[CH2:23])[C:11]([Cl:13])=[CH:12][C:2]=2[Cl:1])[CH2:26][CH2:25]1. The catalyst class is: 35.